This data is from Reaction yield outcomes from USPTO patents with 853,638 reactions. The task is: Predict the reaction yield, written as a fraction of the theoretical maximum amount of product (1.0 means a 100% yield; for example, 0.34 means a 34% yield). (1) The reactants are [Cl:1][C:2]1[CH:7]=[C:6]2[NH:8][C:9](=[O:30])[C:10]3([CH:15]([C:16]4[CH:21]=[CH:20][CH:19]=[C:18]([Cl:22])[CH:17]=4)[CH2:14][CH2:13][NH:12][CH:11]3[C:23]3[CH:28]=[CH:27][CH:26]=[C:25]([F:29])[CH:24]=3)[C:5]2=[CH:4][CH:3]=1.[N:31]([CH2:34][C:35]1[CH:40]=[CH:39][CH:38]=[CH:37][CH:36]=1)=[C:32]=[O:33]. The catalyst is ClCCl. The product is [CH2:34]([NH:31][C:32]([N:12]1[CH2:13][CH2:14][CH:15]([C:16]2[CH:21]=[CH:20][CH:19]=[C:18]([Cl:22])[CH:17]=2)[C:10]2([C:5]3[C:6](=[CH:7][C:2]([Cl:1])=[CH:3][CH:4]=3)[NH:8][C:9]2=[O:30])[CH:11]1[C:23]1[CH:28]=[CH:27][CH:26]=[C:25]([F:29])[CH:24]=1)=[O:33])[C:35]1[CH:40]=[CH:39][CH:38]=[CH:37][CH:36]=1. The yield is 0.353. (2) The reactants are [CH3:1][C:2]1[C:6]([CH2:7][N:8]2[CH:12]=[C:11]([N:13]3[C:17](=[O:18])[CH2:16][NH:15][C:14]3=[O:19])[CH:10]=[N:9]2)=[C:5]([CH3:20])[O:4][N:3]=1.[F:21][C:22]1[CH:30]=[CH:29][CH:28]=[CH:27][C:23]=1[CH2:24][CH2:25]Br. No catalyst specified. The product is [CH3:1][C:2]1[C:6]([CH2:7][N:8]2[CH:12]=[C:11]([N:13]3[C:17](=[O:18])[CH2:16][N:15]([CH2:25][CH2:24][C:23]4[CH:27]=[CH:28][CH:29]=[CH:30][C:22]=4[F:21])[C:14]3=[O:19])[CH:10]=[N:9]2)=[C:5]([CH3:20])[O:4][N:3]=1. The yield is 0.240.